From a dataset of Full USPTO retrosynthesis dataset with 1.9M reactions from patents (1976-2016). Predict the reactants needed to synthesize the given product. (1) Given the product [CH3:1][O:3][C:4](=[O:39])[C:5]1[CH:10]=[CH:9][C:8]([N:11]2[C:15]3([CH2:20][CH2:19][CH2:18][CH2:17][CH2:16]3)[C:14](=[O:21])[N:13]([CH2:22][C:23](=[O:37])[NH:24][C:25]3[C:30]([CH:31]([CH3:33])[CH3:32])=[CH:29][CH:28]=[CH:27][C:26]=3[CH:34]([CH3:35])[CH3:36])[C:12]2=[O:38])=[CH:7][CH:6]=1, predict the reactants needed to synthesize it. The reactants are: [CH2:1]([O:3][C:4](=[O:39])[C:5]1[CH:10]=[CH:9][C:8]([N:11]2[C:15]3([CH2:20][CH2:19][CH2:18][CH2:17][CH2:16]3)[C:14](=[O:21])[N:13]([CH2:22][C:23](=[O:37])[NH:24][C:25]3[C:30]([CH:31]([CH3:33])[CH3:32])=[CH:29][CH:28]=[CH:27][C:26]=3[CH:34]([CH3:36])[CH3:35])[C:12]2=[O:38])=[CH:7][CH:6]=1)C. (2) Given the product [CH:5]1([CH2:4][CH2:3][CH2:2][NH:19][C:15]2[C:14]([NH2:20])=[CH:13][C:12]([CH3:11])=[C:17]([CH3:18])[CH:16]=2)[CH2:10][CH2:9][CH2:8][CH2:7][CH2:6]1, predict the reactants needed to synthesize it. The reactants are: Br[CH2:2][CH2:3][CH2:4][CH:5]1[CH2:10][CH2:9][CH2:8][CH2:7][CH2:6]1.[CH3:11][C:12]1[C:17]([CH3:18])=[CH:16][C:15]([NH2:19])=[C:14]([NH2:20])[CH:13]=1.C(=O)(O)[O-].[Na+]. (3) Given the product [Br:8][C:5]1[CH:6]=[CH:7][C:2]([NH:10][NH2:11])=[N:3][CH:4]=1, predict the reactants needed to synthesize it. The reactants are: Cl[C:2]1[CH:7]=[CH:6][C:5]([Br:8])=[CH:4][N:3]=1.O.[NH2:10][NH2:11]. (4) The reactants are: [N:1]12[CH2:8][CH2:7][CH:4]([CH2:5][CH2:6]1)[CH:3]([C@@H:9]1[C:18](=[O:19])[C:17]3[C:12]4=[C:13]([NH:20][N:21]=[C:11]4[CH2:10]1)[CH:14]=[N:15][CH:16]=3)[CH2:2]2.[Cl:22][C:23]1[CH:28]=[CH:27][C:26](I)=[CH:25][CH:24]=1.CN(C)C1CCCCC1N.[O-]P([O-])([O-])=O.[K+].[K+].[K+]. Given the product [ClH:22].[Cl:22][C:23]1[CH:28]=[CH:27][C:26]([N:20]2[C:13]3[CH:14]=[N:15][CH:16]=[C:17]4[C:18](=[O:19])[C@@H:9]([CH:3]5[CH:4]6[CH2:7][CH2:8][N:1]([CH2:6][CH2:5]6)[CH2:2]5)[CH2:10][C:11]([C:12]=34)=[N:21]2)=[CH:25][CH:24]=1, predict the reactants needed to synthesize it. (5) Given the product [Cl:14][C:11]1[CH:12]=[CH:13][C:8]([C:6]2[N:5]=[C:4]([NH:15][CH2:16][CH2:17][NH:18][C:19](=[O:21])[CH3:20])[CH:3]=[C:2]([N:22]3[CH2:27][CH2:26][NH:25][CH2:24][CH2:23]3)[N:7]=2)=[CH:9][CH:10]=1, predict the reactants needed to synthesize it. The reactants are: Cl[C:2]1[N:7]=[C:6]([C:8]2[CH:13]=[CH:12][C:11]([Cl:14])=[CH:10][CH:9]=2)[N:5]=[C:4]([NH:15][CH2:16][CH2:17][NH:18][C:19](=[O:21])[CH3:20])[CH:3]=1.[NH:22]1[CH2:27][CH2:26][NH:25][CH2:24][CH2:23]1.C(=O)([O-])O.[Na+]. (6) The reactants are: Br[C:2]1[CH:3]=[C:4]([NH:10][C:11]2[N:12]=[CH:13][N:14]([CH3:16])[CH:15]=2)[C:5](=[O:9])[N:6]([CH3:8])[CH:7]=1.[C:17]([O:20][CH2:21][C:22]1[C:23]([N:37]2[N:46]=[CH:45][C:44]3[C:39](=[C:40]([F:51])[CH:41]=[C:42]([C:47]([CH3:50])([CH3:49])[CH3:48])[CH:43]=3)[C:38]2=[O:52])=[N:24][CH:25]=[CH:26][C:27]=1B1OC(C)(C)C(C)(C)O1)(=[O:19])[CH3:18].[O-]P([O-])([O-])=O.[K+].[K+].[K+].C([O-])(=O)C.[Na+]. Given the product [C:17]([O:20][CH2:21][C:22]1[C:23]([N:37]2[N:46]=[CH:45][C:44]3[C:39](=[C:40]([F:51])[CH:41]=[C:42]([C:47]([CH3:49])([CH3:48])[CH3:50])[CH:43]=3)[C:38]2=[O:52])=[N:24][CH:25]=[CH:26][C:27]=1[C:2]1[CH:3]=[C:4]([NH:10][C:11]2[N:12]=[CH:13][N:14]([CH3:16])[CH:15]=2)[C:5](=[O:9])[N:6]([CH3:8])[CH:7]=1)(=[O:19])[CH3:18], predict the reactants needed to synthesize it. (7) Given the product [F:20][C:21]1([F:29])[CH2:26][CH2:25][CH:24]([CH2:27][NH:28][C:16]([C:4]2[C:3]3[C:7](=[CH:8][CH:9]=[CH:10][C:2]=3[Cl:1])[N:6]([CH2:11][CH2:12][CH:13]([F:14])[F:15])[CH:5]=2)=[O:18])[CH2:23][CH2:22]1, predict the reactants needed to synthesize it. The reactants are: [Cl:1][C:2]1[CH:10]=[CH:9][CH:8]=[C:7]2[C:3]=1[C:4]([C:16]([OH:18])=O)=[CH:5][N:6]2[CH2:11][CH2:12][CH:13]([F:15])[F:14].Cl.[F:20][C:21]1([F:29])[CH2:26][CH2:25][CH:24]([CH2:27][NH2:28])[CH2:23][CH2:22]1.CCN(CC)CC.C(Cl)CCl.N1(O)C2C=CC=CC=2N=N1. (8) Given the product [F:1][CH2:2][CH2:3][N:4]([CH3:13])[C:5]([C:7]1[CH:8]=[N:9][N:10]([CH3:12])[C:11]=1[C:31]([OH:33])=[O:32])=[O:6], predict the reactants needed to synthesize it. The reactants are: [F:1][CH2:2][CH2:3][N:4]([CH3:13])[C:5]([C:7]1[CH:8]=[N:9][N:10]([CH3:12])[CH:11]=1)=[O:6].CN(C)CCN(C)CCN(C)C.[Li]C(C)(C)C.[C:31](=[O:33])=[O:32].